Dataset: Catalyst prediction with 721,799 reactions and 888 catalyst types from USPTO. Task: Predict which catalyst facilitates the given reaction. (1) Reactant: [Cl:1][C:2]1[CH:10]=[C:9]2[C:5]([C:6]([C:11]([O:13]C)=[O:12])=[CH:7][NH:8]2)=[CH:4][C:3]=1[C:15]1[CH:20]=[CH:19][C:18]([C:21]([OH:24])([CH3:23])[CH3:22])=[C:17]([O:25][CH3:26])[CH:16]=1.[OH-].[Na+]. Product: [Cl:1][C:2]1[CH:10]=[C:9]2[C:5]([C:6]([C:11]([OH:13])=[O:12])=[CH:7][NH:8]2)=[CH:4][C:3]=1[C:15]1[CH:20]=[CH:19][C:18]([C:21]([OH:24])([CH3:23])[CH3:22])=[C:17]([O:25][CH3:26])[CH:16]=1. The catalyst class is: 5. (2) Reactant: [F:1][CH:2]([F:18])[CH:3]([N:9]1[CH2:17][C:16]2[C:11](=[N:12][CH:13]=[CH:14][CH:15]=2)[CH2:10]1)[CH2:4][C:5](OC)=[O:6].O.[NH2:20][NH2:21]. Product: [F:1][CH:2]([F:18])[CH:3]([N:9]1[CH2:17][C:16]2[C:11](=[N:12][CH:13]=[CH:14][CH:15]=2)[CH2:10]1)[CH2:4][C:5]([NH:20][NH2:21])=[O:6]. The catalyst class is: 8.